The task is: Predict which catalyst facilitates the given reaction.. This data is from Catalyst prediction with 721,799 reactions and 888 catalyst types from USPTO. Reactant: [CH2:1]([N:8]([CH2:23][C:24]1[CH:29]=[CH:28][CH:27]=[CH:26][CH:25]=1)[N:9]1[C:18](=[O:19])[C:17]2[C:12](=[CH:13][C:14]([F:21])=[C:15]([F:20])[CH:16]=2)[NH:11][C:10]1=[O:22])[C:2]1[CH:7]=[CH:6][CH:5]=[CH:4][CH:3]=1.[H-].[Na+].Br[CH2:33][CH:34]1[CH2:36][CH2:35]1. Product: [CH2:23]([N:8]([CH2:1][C:2]1[CH:3]=[CH:4][CH:5]=[CH:6][CH:7]=1)[N:9]1[C:18](=[O:19])[C:17]2[C:12](=[CH:13][C:14]([F:21])=[C:15]([F:20])[CH:16]=2)[N:11]([CH2:33][CH:34]2[CH2:36][CH2:35]2)[C:10]1=[O:22])[C:24]1[CH:29]=[CH:28][CH:27]=[CH:26][CH:25]=1. The catalyst class is: 9.